Dataset: Catalyst prediction with 721,799 reactions and 888 catalyst types from USPTO. Task: Predict which catalyst facilitates the given reaction. (1) Reactant: [Li][CH2:2]CCC.[C:6]([O:10][C:11]([N:13]1[C:21]2[C:16](=[CH:17][C:18]([CH:22]=O)=[CH:19][CH:20]=2)[CH:15]=[CH:14]1)=[O:12])([CH3:9])([CH3:8])[CH3:7].[Cl-].[NH4+]. Product: [C:6]([O:10][C:11]([N:13]1[C:21]2[C:16](=[CH:17][C:18]([CH:22]=[CH2:2])=[CH:19][CH:20]=2)[CH:15]=[CH:14]1)=[O:12])([CH3:9])([CH3:8])[CH3:7]. The catalyst class is: 307. (2) Reactant: [CH2:1]1[CH2:6][CH2:5][C:4]([CH2:11][NH2:12])([CH2:7][C:8]([OH:10])=[O:9])[CH2:3][CH2:2]1.C(=O)([O-])[O-].[K+].[K+].[C:19](O[C:19]([O:21][C:22]([CH3:25])([CH3:24])[CH3:23])=[O:20])([O:21][C:22]([CH3:25])([CH3:24])[CH3:23])=[O:20]. Product: [C:22]([O:21][C:19]([NH:12][CH2:11][C:4]1([CH2:7][C:8]([OH:10])=[O:9])[CH2:3][CH2:2][CH2:1][CH2:6][CH2:5]1)=[O:20])([CH3:25])([CH3:24])[CH3:23]. The catalyst class is: 127. (3) Reactant: [NH2:1][C:2]1[CH:10]=[CH:9][C:5]([C:6]([OH:8])=[O:7])=[CH:4][CH:3]=1.C(O)(=O)C.[C:15](OCC)(=[O:20])[CH2:16][C:17]([CH3:19])=O. Product: [CH3:19][C:17]1[NH:1][C:2]2[C:10]([C:15](=[O:20])[CH:16]=1)=[CH:9][C:5]([C:6]([OH:8])=[O:7])=[CH:4][CH:3]=2. The catalyst class is: 11. (4) Product: [Br:1][C:2]1[CH:3]=[C:4]([C:16]([OH:18])=[O:17])[C:5]2[C:10]([CH2:11][CH3:12])=[N:9][N:8]([CH:13]([CH3:15])[CH3:14])[C:6]=2[N:7]=1. Reactant: [Br:1][C:2]1[CH:3]=[C:4]([C:16]([O:18]CC)=[O:17])[C:5]2[C:10]([CH2:11][CH3:12])=[N:9][N:8]([CH:13]([CH3:15])[CH3:14])[C:6]=2[N:7]=1.[OH-].[Na+]. The catalyst class is: 14. (5) Reactant: [CH:1]([C:3]1[CH:10]=[CH:9][C:6]([C:7]#[N:8])=[CH:5][CH:4]=1)=[O:2].ClB([CH:13]1[CH2:18][CH2:17][CH2:16][CH2:15][CH2:14]1)[CH:13]1[CH2:18][CH2:17][CH2:16][CH2:15][CH2:14]1.N1C(C)=CC=CC=1C.OO.[OH-].[Na+]. Product: [CH:13]1([CH:1]([OH:2])[C:3]2[CH:10]=[CH:9][C:6]([C:7]#[N:8])=[CH:5][CH:4]=2)[CH2:18][CH2:17][CH2:16][CH2:15][CH2:14]1. The catalyst class is: 11. (6) Reactant: [CH3:1][O:2][C:3]1[CH:13]=[N:12][C:11]2[S:10][CH2:9][CH2:8][N:7]([CH2:14][C:15]3[CH:24]=[CH:23][C:18]([C:19]([O:21]C)=[O:20])=[CH:17][CH:16]=3)[CH2:6][C:5]=2[CH:4]=1.CO.C1COCC1.[OH-].[Li+]. Product: [CH3:1][O:2][C:3]1[CH:13]=[N:12][C:11]2[S:10][CH2:9][CH2:8][N:7]([CH2:14][C:15]3[CH:24]=[CH:23][C:18]([C:19]([OH:21])=[O:20])=[CH:17][CH:16]=3)[CH2:6][C:5]=2[CH:4]=1. The catalyst class is: 6.